Dataset: Reaction yield outcomes from USPTO patents with 853,638 reactions. Task: Predict the reaction yield, written as a fraction of the theoretical maximum amount of product (1.0 means a 100% yield; for example, 0.34 means a 34% yield). (1) The reactants are [CH3:1][O:2][C:3]1[CH:8]=[CH:7][N:6]=[CH:5][C:4]=1B(O)O.FC(F)(F)S(O[C:18]1[C@@:22]2([CH3:39])[CH2:23][CH2:24][C@H:25]3[C@H:34]([C@@H:21]2[CH2:20][CH:19]=1)[CH2:33][CH:32]=[C:31]1[C@:26]3([CH3:38])[CH2:27][CH2:28][C:29](=[O:37])[N:30]1[CH2:35][CH3:36])(=O)=O. The catalyst is O1CCOCC1.Cl[Pd](Cl)([P](C1C=CC=CC=1)(C1C=CC=CC=1)C1C=CC=CC=1)[P](C1C=CC=CC=1)(C1C=CC=CC=1)C1C=CC=CC=1. The product is [CH2:35]([N:30]1[C:31]2[C@@:26]([CH3:38])([C@H:25]3[CH2:24][CH2:23][C@@:22]4([CH3:39])[C@@H:21]([CH2:20][CH:19]=[C:18]4[C:4]4[CH:5]=[N:6][CH:7]=[CH:8][C:3]=4[O:2][CH3:1])[C@@H:34]3[CH2:33][CH:32]=2)[CH2:27][CH2:28][C:29]1=[O:37])[CH3:36]. The yield is 0.250. (2) The reactants are [Br:1][C:2]1[CH:10]=[C:6]([C:7]([OH:9])=O)[C:5]([OH:11])=[CH:4][CH:3]=1.[NH2:12][C:13]1[S:14][C:15]([C:20]2[CH:25]=[CH:24][CH:23]=[CH:22][CH:21]=2)=[C:16]([CH2:18][CH3:19])[N:17]=1. No catalyst specified. The product is [Br:1][C:2]1[CH:3]=[CH:4][C:5]([OH:11])=[C:6]([CH:10]=1)[C:7]([NH:12][C:13]1[S:14][C:15]([C:20]2[CH:25]=[CH:24][CH:23]=[CH:22][CH:21]=2)=[C:16]([CH2:18][CH3:19])[N:17]=1)=[O:9]. The yield is 0.174. (3) The reactants are C(NC(C)C)(C)C.C([Li])CCC.[CH3:13][O:14][C:15](=[O:27])[CH2:16][C:17]1[CH:22]=[CH:21][C:20]([S:23]([CH3:26])(=[O:25])=[O:24])=[CH:19][CH:18]=1.I[CH2:29][CH:30]1[CH2:34][CH2:33][CH2:32][CH2:31]1. The catalyst is O1CCCC1.CN1CCCN(C)C1=O. The product is [CH3:13][O:14][C:15](=[O:27])[CH:16]([C:17]1[CH:18]=[CH:19][C:20]([S:23]([CH3:26])(=[O:24])=[O:25])=[CH:21][CH:22]=1)[CH2:29][CH:30]1[CH2:34][CH2:33][CH2:32][CH2:31]1. The yield is 0.680. (4) The catalyst is Cl. The product is [F:33][C:2]([F:1])([O:7][C:8]1[CH:9]=[CH:10][C:11]([N:14]2[CH:18]=[N:17][C:16]([C:19]3[CH:20]=[CH:21][C:22]([NH2:25])=[CH:23][CH:24]=3)=[N:15]2)=[CH:12][CH:13]=1)[C:3]([F:6])([F:5])[F:4]. The reactants are [F:1][C:2]([F:33])([O:7][C:8]1[CH:13]=[CH:12][C:11]([N:14]2[CH:18]=[N:17][C:16]([C:19]3[CH:24]=[CH:23][C:22]([NH:25]C(=O)OC(C)(C)C)=[CH:21][CH:20]=3)=[N:15]2)=[CH:10][CH:9]=1)[C:3]([F:6])([F:5])[F:4].O1CCOCC1.C([O-])(O)=O.[Na+]. The yield is 0.680. (5) The reactants are [CH:1]([C:4]1[CH:10]=[CH:9][CH:8]=[CH:7][C:5]=1[NH2:6])([CH3:3])[CH3:2].[N+:11]([O-])([O-:13])=[O:12].[K+].[OH-].[Na+]. The catalyst is OS(O)(=O)=O. The product is [CH:1]([C:4]1[CH:10]=[CH:9][C:8]([N+:11]([O-:13])=[O:12])=[CH:7][C:5]=1[NH2:6])([CH3:3])[CH3:2]. The yield is 0.830.